The task is: Predict the reactants needed to synthesize the given product.. This data is from Full USPTO retrosynthesis dataset with 1.9M reactions from patents (1976-2016). (1) Given the product [CH3:3][CH2:2][CH2:1][C:4]1[N:8]([CH2:9][C:10]2[CH:11]=[CH:12][C:13]([C:16]3[CH:21]=[CH:20][CH:19]=[CH:18][C:17]=3[C:22]([OH:23])=[O:36])=[CH:14][CH:15]=2)[C:7]2[CH:24]=[C:25]([C:4]3[N:8]([CH3:9])[C:7]4[CH:24]=[CH:25][CH:26]=[CH:27][C:6]=4[N:5]=3)[CH:26]=[C:27]([CH3:28])[C:6]=2[N:5]=1, predict the reactants needed to synthesize it. The reactants are: [CH2:1]([C:4]1[N:8]([CH2:9][C:10]2[CH:15]=[CH:14][C:13]([C:16]3[C:17]([CH:22]=[O:23])=[CH:18][CH:19]=[CH:20][CH:21]=3)=[CH:12][CH:11]=2)[C:7]2[CH:24]=[C:25](C3N=CN(C)C=3)[CH:26]=[C:27]([CH3:28])[C:6]=2[N:5]=1)[CH2:2][CH3:3].Cl.[OH2:36]. (2) Given the product [CH3:29][O:28][C:10]1([C:21]2[CH:26]=[CH:25][CH:24]=[CH:23][C:22]=2[CH3:27])[CH2:9][CH2:8][C:7]2[C:6]([C:4]([OH:5])=[O:3])=[CH:20][C:14]3[N:15]([CH3:19])[C:16]([CH3:18])=[N:17][C:13]=3[C:12]=2[O:11]1, predict the reactants needed to synthesize it. The reactants are: C([O:3][C:4]([C:6]1[C:7]2[CH2:8][CH2:9][C:10]([O:28][CH3:29])([C:21]3[CH:26]=[CH:25][CH:24]=[CH:23][C:22]=3[CH3:27])[O:11][C:12]=2[C:13]2[N:17]=[C:16]([CH3:18])[N:15]([CH3:19])[C:14]=2[CH:20]=1)=[O:5])C.[OH-].[Na+].Cl. (3) Given the product [Cl:12][C:9]1[S:8][C:7]([C:5](=[O:6])[C:4]([OH:13])=[O:3])=[CH:11][CH:10]=1, predict the reactants needed to synthesize it. The reactants are: C([O:3][C:4](=[O:13])[C:5]([C:7]1[S:8][C:9]([Cl:12])=[CH:10][CH:11]=1)=[O:6])C.[OH-].[Na+].Cl. (4) Given the product [C:1]([CH:5]1[N:14]2[C:9](=[CH:10][C:11](=[O:20])[C:12]([C:15]([O:17][CH2:18][CH3:19])=[O:16])=[CH:13]2)[C:8]2[CH:21]=[C:22]([O:26][CH3:27])[C:23]([O:25][CH2:29][C:30]([CH3:34])([CH3:33])[CH2:31][OH:32])=[CH:24][C:7]=2[CH2:6]1)([CH3:2])([CH3:3])[CH3:4], predict the reactants needed to synthesize it. The reactants are: [C:1]([CH:5]1[N:14]2[C:9](=[CH:10][C:11](=[O:20])[C:12]([C:15]([O:17][CH2:18][CH3:19])=[O:16])=[CH:13]2)[C:8]2[CH:21]=[C:22]([O:26][CH3:27])[C:23]([OH:25])=[CH:24][C:7]=2[CH2:6]1)([CH3:4])([CH3:3])[CH3:2].Br[CH2:29][C:30]([CH3:34])([CH3:33])[CH2:31][OH:32].C([O-])([O-])=O.[K+].[K+].